This data is from NCI-60 drug combinations with 297,098 pairs across 59 cell lines. The task is: Regression. Given two drug SMILES strings and cell line genomic features, predict the synergy score measuring deviation from expected non-interaction effect. (1) Synergy scores: CSS=3.18, Synergy_ZIP=-3.20, Synergy_Bliss=-2.26, Synergy_Loewe=-9.64, Synergy_HSA=-3.41. Cell line: EKVX. Drug 2: C1CC(=O)NC(=O)C1N2C(=O)C3=CC=CC=C3C2=O. Drug 1: CCC(=C(C1=CC=CC=C1)C2=CC=C(C=C2)OCCN(C)C)C3=CC=CC=C3.C(C(=O)O)C(CC(=O)O)(C(=O)O)O. (2) Drug 1: CCC(=C(C1=CC=CC=C1)C2=CC=C(C=C2)OCCN(C)C)C3=CC=CC=C3.C(C(=O)O)C(CC(=O)O)(C(=O)O)O. Drug 2: C1CC(C1)(C(=O)O)C(=O)O.[NH2-].[NH2-].[Pt+2]. Cell line: NCI-H226. Synergy scores: CSS=7.81, Synergy_ZIP=-1.06, Synergy_Bliss=2.47, Synergy_Loewe=4.73, Synergy_HSA=3.38. (3) Drug 1: C(CC(=O)O)C(=O)CN.Cl. Drug 2: CC(C)NC(=O)C1=CC=C(C=C1)CNNC.Cl. Cell line: SF-268. Synergy scores: CSS=27.5, Synergy_ZIP=-7.37, Synergy_Bliss=-1.01, Synergy_Loewe=-0.731, Synergy_HSA=-0.352. (4) Cell line: SF-268. Drug 1: C1CCN(CC1)CCOC2=CC=C(C=C2)C(=O)C3=C(SC4=C3C=CC(=C4)O)C5=CC=C(C=C5)O. Drug 2: C1C(C(OC1N2C=C(C(=O)NC2=O)F)CO)O. Synergy scores: CSS=21.3, Synergy_ZIP=1.74, Synergy_Bliss=1.51, Synergy_Loewe=-11.5, Synergy_HSA=-1.58. (5) Drug 1: CCC1(CC2CC(C3=C(CCN(C2)C1)C4=CC=CC=C4N3)(C5=C(C=C6C(=C5)C78CCN9C7C(C=CC9)(C(C(C8N6C)(C(=O)OC)O)OC(=O)C)CC)OC)C(=O)OC)O.OS(=O)(=O)O. Drug 2: C#CCC(CC1=CN=C2C(=N1)C(=NC(=N2)N)N)C3=CC=C(C=C3)C(=O)NC(CCC(=O)O)C(=O)O. Cell line: HT29. Synergy scores: CSS=4.40, Synergy_ZIP=-6.61, Synergy_Bliss=-9.72, Synergy_Loewe=-34.5, Synergy_HSA=-9.41. (6) Drug 1: C1=CC(=CC=C1CC(C(=O)O)N)N(CCCl)CCCl.Cl. Drug 2: CC1CCC2CC(C(=CC=CC=CC(CC(C(=O)C(C(C(=CC(C(=O)CC(OC(=O)C3CCCCN3C(=O)C(=O)C1(O2)O)C(C)CC4CCC(C(C4)OC)O)C)C)O)OC)C)C)C)OC. Cell line: BT-549. Synergy scores: CSS=14.5, Synergy_ZIP=-8.29, Synergy_Bliss=-11.0, Synergy_Loewe=-12.3, Synergy_HSA=-7.83. (7) Drug 1: CS(=O)(=O)C1=CC(=C(C=C1)C(=O)NC2=CC(=C(C=C2)Cl)C3=CC=CC=N3)Cl. Drug 2: CC12CCC3C(C1CCC2=O)CC(=C)C4=CC(=O)C=CC34C. Cell line: HCT-15. Synergy scores: CSS=38.3, Synergy_ZIP=0.00718, Synergy_Bliss=0.840, Synergy_Loewe=-15.0, Synergy_HSA=1.01.